From a dataset of Reaction yield outcomes from USPTO patents with 853,638 reactions. Predict the reaction yield, written as a fraction of the theoretical maximum amount of product (1.0 means a 100% yield; for example, 0.34 means a 34% yield). (1) The reactants are I[C:2]1[CH:3]=[C:4]([NH:14][S:15]([CH3:18])(=[O:17])=[O:16])[CH:5]=[C:6]([N:8]2[CH2:13][CH2:12][O:11][CH2:10][CH2:9]2)[CH:7]=1.[B:19]1([B:19]2[O:23][C:22]([CH3:25])([CH3:24])[C:21]([CH3:27])([CH3:26])[O:20]2)[O:23][C:22]([CH3:25])([CH3:24])[C:21]([CH3:27])([CH3:26])[O:20]1.C([O-])(=O)C.[K+].O. The catalyst is O1CCOCC1.C(OCC)(=O)C. The product is [O:11]1[CH2:12][CH2:13][N:8]([C:6]2[CH:5]=[C:4]([NH:14][S:15]([CH3:18])(=[O:17])=[O:16])[CH:3]=[C:2]([B:19]3[O:23][C:22]([CH3:25])([CH3:24])[C:21]([CH3:27])([CH3:26])[O:20]3)[CH:7]=2)[CH2:9][CH2:10]1. The yield is 0.350. (2) The reactants are [CH3:1][O:2][C:3]([C:5]1[C:10]([NH:11][C:12]2[CH:17]=[CH:16][C:15]([Si](C)(C)C)=[CH:14][C:13]=2[F:22])=[N:9][C:8]([CH2:23][NH:24][CH:25]=[O:26])=[CH:7][N:6]=1)=[O:4].[I:27]Cl. The catalyst is ClCCl. The product is [CH3:1][O:2][C:3]([C:5]1[C:10]([NH:11][C:12]2[CH:17]=[CH:16][C:15]([I:27])=[CH:14][C:13]=2[F:22])=[N:9][C:8]([CH2:23][NH:24][CH:25]=[O:26])=[CH:7][N:6]=1)=[O:4]. The yield is 0.990. (3) The reactants are [CH2:1]([O:3][C:4]([C:6]1[N:7]=[C:8]([N:11]2[CH2:16][CH2:15][CH:14]([OH:17])CC2)[S:9][CH:10]=1)=[O:5])[CH3:2].[Si:18](Cl)([C:21]([CH3:24])([CH3:23])[CH3:22])([CH3:20])[CH3:19].N1C=CN=C1.C(O)C. The catalyst is CN(C)C=O. The product is [Si:18]([O:17][CH:14]1[N:11]([C:8]2[S:9][CH:10]=[C:6]([C:4]([O:3][CH2:1][CH3:2])=[O:5])[N:7]=2)[CH2:16][CH2:15]1)([C:21]([CH3:24])([CH3:23])[CH3:22])([CH3:20])[CH3:19]. The yield is 0.950. (4) The reactants are [CH3:1][S:2]([C:5]1[CH:10]=[CH:9][C:8](B(O)O)=[CH:7][CH:6]=1)(=[O:4])=[O:3].Br[C:15]1[CH:20]=[CH:19][C:18]([OH:21])=[CH:17][CH:16]=1.C([O-])([O-])=O.[Na+].[Na+]. The catalyst is COCCOC.C1C=CC([P]([Pd]([P](C2C=CC=CC=2)(C2C=CC=CC=2)C2C=CC=CC=2)([P](C2C=CC=CC=2)(C2C=CC=CC=2)C2C=CC=CC=2)[P](C2C=CC=CC=2)(C2C=CC=CC=2)C2C=CC=CC=2)(C2C=CC=CC=2)C2C=CC=CC=2)=CC=1. The product is [CH3:1][S:2]([C:5]1[CH:10]=[CH:9][C:8]([C:15]2[CH:20]=[CH:19][C:18]([OH:21])=[CH:17][CH:16]=2)=[CH:7][CH:6]=1)(=[O:4])=[O:3]. The yield is 0.640. (5) The reactants are S(Cl)(Cl)=O.[F:5][C:6]1[CH:14]=[C:13]([F:15])[C:12]([F:16])=[CH:11][C:7]=1[C:8]([OH:10])=[O:9].[CH3:17][C:18]1[CH:23]=[CH:22][C:21](O)=[CH:20][CH:19]=1.C(N(CC)CC)C. The catalyst is C(Cl)Cl. The product is [F:5][C:6]1[CH:14]=[C:13]([F:15])[C:12]([F:16])=[CH:11][C:7]=1[C:8]([O:10][C:21]1[CH:22]=[CH:23][C:18]([CH3:17])=[CH:19][CH:20]=1)=[O:9]. The yield is 0.660. (6) The reactants are [CH2:1]([C:5]1([C:18]([O:20][CH2:21][C:22]2[CH:27]=[CH:26][CH:25]=[CH:24][CH:23]=2)=[O:19])[CH2:10][CH2:9][N:8]([C:11]([O:13][C:14]([CH3:17])([CH3:16])[CH3:15])=[O:12])[CH2:7][CH2:6]1)[CH2:2][CH:3]=C.[BH4-].[Na+].ClCCl.C[OH:34]. No catalyst specified. The product is [OH:34][CH2:3][CH2:2][CH2:1][C:5]1([C:18]([O:20][CH2:21][C:22]2[CH:23]=[CH:24][CH:25]=[CH:26][CH:27]=2)=[O:19])[CH2:10][CH2:9][N:8]([C:11]([O:13][C:14]([CH3:15])([CH3:16])[CH3:17])=[O:12])[CH2:7][CH2:6]1. The yield is 0.990. (7) The reactants are [CH2:1]([O:8][C:9]([NH:11][C:12]([CH3:18])([CH2:16][F:17])[C:13](O)=[O:14])=[O:10])[C:2]1[CH:7]=[CH:6][CH:5]=[CH:4][CH:3]=1.C(N(CC)CC)C.ClC(OCC)=O.[BH4-].[Na+]. The catalyst is C1COCC1.O. The product is [F:17][CH2:16][C:12]([NH:11][C:9](=[O:10])[O:8][CH2:1][C:2]1[CH:7]=[CH:6][CH:5]=[CH:4][CH:3]=1)([CH3:18])[CH2:13][OH:14]. The yield is 0.770. (8) The reactants are [Br:1][C:2]1[CH:7]=[CH:6][C:5]([CH:8]=[O:9])=[CH:4][N:3]=1.O.[C:11]1(C)C=CC(S(O)(=O)=O)=CC=1.[C:22](=[O:25])(O)[O-].[Na+]. The catalyst is CO. The product is [Br:1][C:2]1[CH:7]=[CH:6][C:5]([CH:8]([O:25][CH3:22])[O:9][CH3:11])=[CH:4][N:3]=1. The yield is 0.940. (9) The reactants are C[O:2][C:3]1[CH:8]=[CH:7][C:6]([C:9]2[C:17]3[C:12](=[C:13]([C:18]4[CH:23]=[CH:22][CH:21]=[CH:20][CH:19]=4)[CH:14]=[CH:15][CH:16]=3)[N:11]([CH2:24][CH2:25][CH3:26])[N:10]=2)=[CH:5][CH:4]=1.B(Br)(Br)Br. The catalyst is C(Cl)Cl. The product is [C:18]1([C:13]2[CH:14]=[CH:15][CH:16]=[C:17]3[C:12]=2[N:11]([CH2:24][CH2:25][CH3:26])[N:10]=[C:9]3[C:6]2[CH:5]=[CH:4][C:3]([OH:2])=[CH:8][CH:7]=2)[CH:19]=[CH:20][CH:21]=[CH:22][CH:23]=1. The yield is 0.410.